Dataset: Peptide-MHC class I binding affinity with 185,985 pairs from IEDB/IMGT. Task: Regression. Given a peptide amino acid sequence and an MHC pseudo amino acid sequence, predict their binding affinity value. This is MHC class I binding data. (1) The peptide sequence is ASPLYIPVI. The MHC is Mamu-B17 with pseudo-sequence Mamu-B17. The binding affinity (normalized) is 0. (2) The peptide sequence is FSFGGFTFK. The MHC is BoLA-T2a with pseudo-sequence BoLA-T2a. The binding affinity (normalized) is 0.625. (3) The peptide sequence is ESPNLGEEI. The MHC is Mamu-A01 with pseudo-sequence Mamu-A01. The binding affinity (normalized) is 0.208. (4) The peptide sequence is SQLEMCEKY. The MHC is HLA-A26:01 with pseudo-sequence HLA-A26:01. The binding affinity (normalized) is 0.0847.